This data is from Forward reaction prediction with 1.9M reactions from USPTO patents (1976-2016). The task is: Predict the product of the given reaction. (1) Given the reactants [OH:1][C@H:2]1[CH:6]=[CH:5][C@@H:4]([O:7][Si](C(C)(C)C)(C)C)[CH2:3]1.CC[O:17][C:18]([CH3:20])=[O:19].[CH3:21][CH2:22]CCCC, predict the reaction product. The product is: [OH:1][C@@H:2]1[CH:6]=[CH:5][C@H:4]([O:7][CH:20]([CH2:21][CH3:22])[C:18]([OH:17])=[O:19])[CH2:3]1. (2) Given the reactants [C:1]([OH:4])(=[O:3])[CH3:2].C(N(CC)CC)C.Cl[CH:13]([C:19](=[O:22])[CH2:20][CH3:21])[C:14]([O:16][CH2:17][CH3:18])=[O:15].O, predict the reaction product. The product is: [C:1]([O:4][CH:13]([C:19](=[O:22])[CH2:20][CH3:21])[C:14]([O:16][CH2:17][CH3:18])=[O:15])(=[O:3])[CH3:2]. (3) Given the reactants [Cl:1][C:2]1[CH:3]=[C:4]([C:9]2([C:22]([F:25])([F:24])[F:23])[O:13][N:12]=[C:11]([C:14]3[CH:15]=[CH:16][C:17]([CH3:21])=[C:18]([CH:20]=3)[NH2:19])[CH2:10]2)[CH:5]=[C:6]([Cl:8])[CH:7]=1.[F:26][C:27]1[CH:35]=[CH:34][C:30]([C:31](O)=[O:32])=[CH:29][CH:28]=1.Cl.C(N(CC)CCCN=C=NCC)C.C(=O)([O-])O.[Na+], predict the reaction product. The product is: [Cl:1][C:2]1[CH:3]=[C:4]([C:9]2([C:22]([F:23])([F:25])[F:24])[O:13][N:12]=[C:11]([C:14]3[CH:15]=[CH:16][C:17]([CH3:21])=[C:18]([NH:19][C:31](=[O:32])[C:30]4[CH:34]=[CH:35][C:27]([F:26])=[CH:28][CH:29]=4)[CH:20]=3)[CH2:10]2)[CH:5]=[C:6]([Cl:8])[CH:7]=1. (4) The product is: [CH3:11][C:12]1[CH:17]=[CH:16][C:15]([C:2]2[CH:7]=[CH:6][CH:5]=[CH:4][C:3]=2[N+:8]([O-:10])=[O:9])=[CH:14][CH:13]=1. Given the reactants Br[C:2]1[CH:7]=[CH:6][CH:5]=[CH:4][C:3]=1[N+:8]([O-:10])=[O:9].[CH3:11][C:12]1[CH:17]=[CH:16][C:15](B(O)O)=[CH:14][CH:13]=1.P([O-])([O-])([O-])=O.[K+].[K+].[K+].CN(C)C=O, predict the reaction product.